Task: Predict the product of the given reaction.. Dataset: Forward reaction prediction with 1.9M reactions from USPTO patents (1976-2016) Given the reactants [CH3:1][O:2][C:3]1[CH:4]=[CH:5][C:6]([CH3:10])=[C:7]([CH:9]=1)[NH2:8].[F:11][C:12]([F:23])([F:22])[C:13](O[C:13](=[O:14])[C:12]([F:23])([F:22])[F:11])=[O:14].O.C(=O)([O-])O.[Na+], predict the reaction product. The product is: [F:11][C:12]([F:23])([F:22])[C:13]([NH:8][C:7]1[CH:9]=[C:3]([O:2][CH3:1])[CH:4]=[CH:5][C:6]=1[CH3:10])=[O:14].